From a dataset of Forward reaction prediction with 1.9M reactions from USPTO patents (1976-2016). Predict the product of the given reaction. Given the reactants C[Si](C)(C)CC[O:5][C:6](=[O:33])[C:7]1[C:12]([Cl:13])=[CH:11][CH:10]=[CH:9][C:8]=1[NH:14][C:15]([O:17][CH2:18][CH2:19][O:20][C:21]1[CH:26]=[CH:25][C:24]([C:27]2[CH:32]=[CH:31][CH:30]=[CH:29][CH:28]=2)=[CH:23][CH:22]=1)=[O:16].[F-].C([N+](CCCC)(CCCC)CCCC)CCC.C1COCC1.Cl, predict the reaction product. The product is: [C:24]1([C:27]2[CH:32]=[CH:31][CH:30]=[CH:29][CH:28]=2)[CH:23]=[CH:22][C:21]([O:20][CH2:19][CH2:18][O:17][C:15]([NH:14][C:8]2[CH:9]=[CH:10][CH:11]=[C:12]([Cl:13])[C:7]=2[C:6]([OH:33])=[O:5])=[O:16])=[CH:26][CH:25]=1.